Dataset: Kir2.1 potassium channel HTS with 301,493 compounds. Task: Binary Classification. Given a drug SMILES string, predict its activity (active/inactive) in a high-throughput screening assay against a specified biological target. The molecule is s1c(N(CCN(C)C)C(=O)c2cc3c(cc2)cccc3)nc2c1cc1OCCOc1c2. The result is 0 (inactive).